Dataset: Full USPTO retrosynthesis dataset with 1.9M reactions from patents (1976-2016). Task: Predict the reactants needed to synthesize the given product. (1) Given the product [CH:5]([C:4]1[CH:7]=[C:8]([CH:9]=[CH:10][C:3]=1[O:2][CH3:1])[CH:14]=[CH:13][C:12]([OH:16])=[O:15])=[O:6], predict the reactants needed to synthesize it. The reactants are: [CH3:1][O:2][C:3]1[CH:10]=[CH:9][C:8](I)=[CH:7][C:4]=1[CH:5]=[O:6].[C:12]([O:16]C)(=[O:15])[CH:13]=[CH2:14]. (2) Given the product [CH:6]1([C:2](=[O:1])[C:3]([NH:12][C:13]2[CH:14]=[CH:15][C:16]3[C:21](=[O:22])[O:20][N:19]=[C:18]([CH3:23])[C:17]=3[CH:24]=2)=[O:5])[CH2:11][CH2:10][CH2:9][CH2:8][CH2:7]1, predict the reactants needed to synthesize it. The reactants are: [O:1]=[C:2]([CH:6]1[CH2:11][CH2:10][CH2:9][CH2:8][CH2:7]1)[C:3]([OH:5])=O.[NH2:12][C:13]1[CH:14]=[CH:15][C:16]2[C:21](=[O:22])[O:20][N:19]=[C:18]([CH3:23])[C:17]=2[CH:24]=1.S(Cl)(Cl)=O. (3) Given the product [CH2:28]([S:35]([N:1]1[CH2:2][CH2:3][CH:4]([CH2:7][N:8]2[C:12]3[CH:13]=[CH:14][C:15]([C:17]4[CH:18]=[N:19][N:20]([CH:22]5[CH2:27][CH2:26][CH2:25][CH2:24][O:23]5)[CH:21]=4)=[CH:16][C:11]=3[N:10]=[CH:9]2)[CH2:5][CH2:6]1)(=[O:37])=[O:36])[C:29]1[CH:34]=[CH:33][CH:32]=[CH:31][CH:30]=1, predict the reactants needed to synthesize it. The reactants are: [NH:1]1[CH2:6][CH2:5][CH:4]([CH2:7][N:8]2[C:12]3[CH:13]=[CH:14][C:15]([C:17]4[CH:18]=[N:19][N:20]([CH:22]5[CH2:27][CH2:26][CH2:25][CH2:24][O:23]5)[CH:21]=4)=[CH:16][C:11]=3[N:10]=[CH:9]2)[CH2:3][CH2:2]1.[CH2:28]([S:35](Cl)(=[O:37])=[O:36])[C:29]1[CH:34]=[CH:33][CH:32]=[CH:31][CH:30]=1. (4) Given the product [F:7][CH:5]([F:6])[C:4]([NH:9][C@H:10]([CH2:20][F:21])[C@H:11]([OH:12])[C:13]1[CH:14]=[CH:15][C:16]([I:19])=[CH:17][CH:18]=1)=[O:8], predict the reactants needed to synthesize it. The reactants are: C(O[C:4](=[O:8])[CH:5]([F:7])[F:6])C.[NH2:9][C@H:10]([CH2:20][F:21])[C@@H:11]([C:13]1[CH:18]=[CH:17][C:16]([I:19])=[CH:15][CH:14]=1)[OH:12]. (5) The reactants are: [Br:1][C:2]1[C:10]2[S:9][C:8]([CH:11]3[CH2:13][CH2:12]3)=[N:7][C:6]=2[CH:5]=[C:4]([CH3:14])[C:3]=1[OH:15].[F:16][C:17]([F:30])([F:29])[S:18](O[S:18]([C:17]([F:30])([F:29])[F:16])(=[O:20])=[O:19])(=[O:20])=[O:19]. Given the product [F:16][C:17]([F:30])([F:29])[S:18]([O:15][C:3]1[C:4]([CH3:14])=[CH:5][C:6]2[N:7]=[C:8]([CH:11]3[CH2:12][CH2:13]3)[S:9][C:10]=2[C:2]=1[Br:1])(=[O:20])=[O:19], predict the reactants needed to synthesize it. (6) Given the product [CH2:1]([O:8][C:9]1[CH:10]=[C:11]2[C:16](=[CH:17][C:18]=1[O:19][CH3:20])[CH:15](/[CH:21]=[CH:47]/[C:46]1[CH:49]=[C:50]([CH3:55])[C:51]([O:53][CH3:54])=[CH:52][C:45]=1[O:44][CH3:43])[NH:14][CH2:13][CH2:12]2)[C:2]1[CH:7]=[CH:6][CH:5]=[CH:4][CH:3]=1, predict the reactants needed to synthesize it. The reactants are: [CH2:1]([O:8][C:9]1[CH:10]=[C:11]2[C:16](=[CH:17][C:18]=1[O:19][CH3:20])[CH:15]([CH2:21]S(C1N(C3C=CC=CC=3)N=NN=1)(=O)=O)[N:14](C(OC(C)(C)C)=O)[CH2:13][CH2:12]2)[C:2]1[CH:7]=[CH:6][CH:5]=[CH:4][CH:3]=1.[CH3:43][O:44][C:45]1[CH:52]=[C:51]([O:53][CH3:54])[C:50]([CH3:55])=[CH:49][C:46]=1[CH:47]=O. (7) Given the product [F:17][C:15]([F:18])([CH3:16])[CH2:14][N:5]1[C:6]([C:7]2[CH:12]=[CH:11][C:10]([F:13])=[CH:9][CH:8]=2)=[C:2]([C:23]2[CH:22]=[C:21]([CH3:20])[C:30]3[O:29][CH2:28][C:27](=[O:31])[NH:26][C:25]=3[CH:24]=2)[C:3]([CH3:19])=[N:4]1, predict the reactants needed to synthesize it. The reactants are: Br[C:2]1[C:3]([CH3:19])=[N:4][N:5]([CH2:14][C:15]([F:18])([F:17])[CH3:16])[C:6]=1[C:7]1[CH:12]=[CH:11][C:10]([F:13])=[CH:9][CH:8]=1.[CH3:20][C:21]1[C:30]2[O:29][CH2:28][C:27](=[O:31])[NH:26][C:25]=2[CH:24]=[C:23](B2OC(C)(C)C(C)(C)O2)[CH:22]=1.C(=O)([O-])[O-].[Cs+].[Cs+]. (8) Given the product [N:1]([CH:4]1[CH2:10][CH2:9][CH:8]([C:11]2[N:12]([CH3:19])[N:13]=[CH:14][C:15]=2[N+:16]([O-:18])=[O:17])[O:7][CH2:6][CH:5]1[OH:20])=[N+:2]=[N-:3], predict the reactants needed to synthesize it. The reactants are: [N:1]([CH:4]1[CH2:10][CH2:9][CH:8]([C:11]2[N:12]([CH3:19])[N:13]=[CH:14][C:15]=2[N+:16]([O-:18])=[O:17])[O:7][CH2:6][C:5]1=[O:20])=[N+:2]=[N-:3].CCC(C)[BH-](C(C)CC)C(C)CC.[Li+].O.